From a dataset of Reaction yield outcomes from USPTO patents with 853,638 reactions. Predict the reaction yield, written as a fraction of the theoretical maximum amount of product (1.0 means a 100% yield; for example, 0.34 means a 34% yield). (1) The reactants are [CH3:1][N:2]([CH3:19])[CH2:3][CH2:4][O:5][C:6]1[CH:11]=[CH:10][C:9]([NH2:12])=[CH:8][C:7]=1[C:13]1[N:14]([CH3:18])[N:15]=[CH:16][CH:17]=1.[Cl:20][C:21]1[CH:26]=[CH:25][C:24]([N:27]=[C:28]=[O:29])=[CH:23][CH:22]=1. The catalyst is C(Cl)Cl. The product is [Cl:20][C:21]1[CH:26]=[CH:25][C:24]([NH:27][C:28]([NH:12][C:9]2[CH:10]=[CH:11][C:6]([O:5][CH2:4][CH2:3][N:2]([CH3:19])[CH3:1])=[C:7]([C:13]3[N:14]([CH3:18])[N:15]=[CH:16][CH:17]=3)[CH:8]=2)=[O:29])=[CH:23][CH:22]=1. The yield is 0.698. (2) The reactants are C([N:8]1[CH2:13][CH2:12][CH:11]([C:14](=[O:27])[CH2:15][C:16]2[C:21]([C:22]([F:25])([F:24])[F:23])=[CH:20][CH:19]=[CH:18][C:17]=2[F:26])[CH2:10][CH2:9]1)C1C=CC=CC=1. The catalyst is ClCCCl.ClC(OC(Cl)C)=O. The product is [F:26][C:17]1[CH:18]=[CH:19][CH:20]=[C:21]([C:22]([F:24])([F:25])[F:23])[C:16]=1[CH2:15][C:14]([CH:11]1[CH2:10][CH2:9][NH:8][CH2:13][CH2:12]1)=[O:27]. The yield is 0.430.